Dataset: Forward reaction prediction with 1.9M reactions from USPTO patents (1976-2016). Task: Predict the product of the given reaction. (1) Given the reactants [Br:1][C:2]1[CH:3]=[C:4]([CH2:8][CH2:9][C:10]([OH:12])=O)[CH:5]=[CH:6][CH:7]=1.[CH:13]1([NH2:16])[CH2:15][CH2:14]1.C(N(CC)CC)C, predict the reaction product. The product is: [Br:1][C:2]1[CH:3]=[C:4]([CH2:8][CH2:9][C:10]([NH:16][CH:13]2[CH2:15][CH2:14]2)=[O:12])[CH:5]=[CH:6][CH:7]=1. (2) The product is: [CH3:16][C:8]([C:5]1[CH:6]=[CH:7][C:2]([F:1])=[C:3]([O:14][CH3:15])[CH:4]=1)=[C:9]([CH3:13])[C:10]([N:37]=[N+:38]=[N-:39])=[O:12]. Given the reactants [F:1][C:2]1[CH:7]=[CH:6][C:5]([CH:8]=[C:9]([CH3:13])[C:10]([OH:12])=O)=[CH:4][C:3]=1[O:14][CH3:15].[CH3:16]CN(CC)CC.C1C=CC(P([N:37]=[N+:38]=[N-:39])(C2C=CC=CC=2)=O)=CC=1, predict the reaction product. (3) Given the reactants [NH2:1][CH2:2][CH:3]([OH:19])[CH2:4][O:5][C:6]1[C:18]2[C:17]3[C:12](=[CH:13][CH:14]=[CH:15][CH:16]=3)[NH:11][C:10]=2[CH:9]=[CH:8][CH:7]=1.[CH2:20]([NH:24][S:25]([C:28]1[CH:33]=[CH:32][C:31]([N:34]2[CH2:39][CH2:38][C:37](=O)[CH2:36][CH2:35]2)=[CH:30][CH:29]=1)(=[O:27])=[O:26])[CH2:21][CH2:22][CH3:23], predict the reaction product. The product is: [CH2:20]([NH:24][S:25]([C:28]1[CH:33]=[CH:32][C:31]([N:34]2[CH2:39][CH2:38][CH:37]([NH:1][CH2:2][C@H:3]([OH:19])[CH2:4][O:5][C:6]3[C:18]4[C:17]5[C:12](=[CH:13][CH:14]=[CH:15][CH:16]=5)[NH:11][C:10]=4[CH:9]=[CH:8][CH:7]=3)[CH2:36][CH2:35]2)=[CH:30][CH:29]=1)(=[O:26])=[O:27])[CH2:21][CH2:22][CH3:23]. (4) Given the reactants [CH2:1]([Li])CCC.[CH3:6][Si:7]([CH3:25])([C:19]([CH:22]([CH3:24])[CH3:23])([CH3:21])[CH3:20])[O:8][CH2:9][C@H:10]1[O:14][C@H:13]([O:15][CH3:16])[CH:12]=[C:11]1[CH:17]=O.C[SiH2]C.C[C]C.C=O, predict the reaction product. The product is: [CH3:6][Si:7]([CH3:25])([C:19]([CH:22]([CH3:24])[CH3:23])([CH3:21])[CH3:20])[O:8][CH2:9][C@H:10]1[O:14][C@H:13]([O:15][CH3:16])[CH:12]=[C:11]1[CH:17]=[CH2:1]. (5) Given the reactants CC1C2COC(=O)C=2C=CC=1[C@@H]1CO1.[OH:15][C@@H:16]([C:33]1[C:34]([CH3:43])=[C:35]2[C:39](=[CH:40][CH:41]=1)[C:38](=[O:42])[O:37][CH2:36]2)[CH2:17][N:18]1[CH2:23][CH2:22][N:21]([C:24]([O:26][C:27]([CH3:30])([CH3:29])[CH3:28])=[O:25])[CH2:20][C@H:19]1[CH2:31][OH:32], predict the reaction product. The product is: [OH:15][C@H:16]([C:33]1[C:34]([CH3:43])=[C:35]2[C:39](=[CH:40][CH:41]=1)[C:38](=[O:42])[O:37][CH2:36]2)[CH2:17][N:18]1[CH2:23][CH2:22][N:21]([C:24]([O:26][C:27]([CH3:28])([CH3:29])[CH3:30])=[O:25])[CH2:20][C@H:19]1[CH2:31][OH:32]. (6) The product is: [Cl:1][C:2]1[CH:27]=[CH:26][C:5]([CH2:6][N:7]2[C:15]3[C:10](=[CH:11][C:12]([CH:16]=[C:17]4[S:21][C:20]([N:32]5[CH2:37][CH2:36][O:35][C@H:34]([CH2:38][OH:39])[CH2:33]5)=[N:19][C:18]4=[O:25])=[CH:13][CH:14]=3)[CH:9]=[N:8]2)=[C:4]([C:28]([F:29])([F:31])[F:30])[CH:3]=1. Given the reactants [Cl:1][C:2]1[CH:27]=[CH:26][C:5]([CH2:6][N:7]2[C:15]3[C:10](=[CH:11][C:12]([CH:16]=[C:17]4[S:21][C:20](SCC)=[N:19][C:18]4=[O:25])=[CH:13][CH:14]=3)[CH:9]=[N:8]2)=[C:4]([C:28]([F:31])([F:30])[F:29])[CH:3]=1.[NH:32]1[CH2:37][CH2:36][O:35][C@H:34]([CH2:38][OH:39])[CH2:33]1, predict the reaction product. (7) Given the reactants [Li+].CC([N-]C(C)C)C.[Si:9]([O:16][CH2:17][C:18]1[CH:19]=[C:20]2[C:24](=[CH:25][CH:26]=1)[N:23]([C:27]([O:29][C:30]([CH3:33])([CH3:32])[CH3:31])=[O:28])[CH:22]=[CH:21]2)([C:12]([CH3:15])([CH3:14])[CH3:13])([CH3:11])[CH3:10].C[O:35][B:36](OC)[O:37]C, predict the reaction product. The product is: [C:30]([O:29][C:27]([N:23]1[C:24]2[C:20](=[CH:19][C:18]([CH2:17][O:16][Si:9]([C:12]([CH3:15])([CH3:14])[CH3:13])([CH3:11])[CH3:10])=[CH:26][CH:25]=2)[CH:21]=[C:22]1[B:36]([OH:37])[OH:35])=[O:28])([CH3:33])([CH3:32])[CH3:31].